This data is from Forward reaction prediction with 1.9M reactions from USPTO patents (1976-2016). The task is: Predict the product of the given reaction. Given the reactants C(OC(=O)[NH:7][C@H:8]1[CH2:13][CH2:12][C@H:11]([CH2:14][NH:15][C:16]2[N:21]=[C:20]([N:22]3[C:26]4[CH:27]=[CH:28][CH:29]=[CH:30][C:25]=4[N:24]=[C:23]3[CH:31]([F:33])[F:32])[CH:19]=[C:18]([N:34]3[CH2:39][C@H:38]([CH3:40])[O:37][C@H:36]([CH3:41])[CH2:35]3)[N:17]=2)[CH2:10][CH2:9]1)(C)(C)C.[ClH:43].O1CCOCC1.C(OC(C)C)(C)C, predict the reaction product. The product is: [ClH:43].[ClH:43].[NH2:7][C@H:8]1[CH2:13][CH2:12][C@H:11]([CH2:14][NH:15][C:16]2[N:21]=[C:20]([N:22]3[C:26]4[CH:27]=[CH:28][CH:29]=[CH:30][C:25]=4[N:24]=[C:23]3[CH:31]([F:32])[F:33])[CH:19]=[C:18]([N:34]3[CH2:35][C@H:36]([CH3:41])[O:37][C@H:38]([CH3:40])[CH2:39]3)[N:17]=2)[CH2:10][CH2:9]1.